From a dataset of Full USPTO retrosynthesis dataset with 1.9M reactions from patents (1976-2016). Predict the reactants needed to synthesize the given product. (1) Given the product [F:1][C:2]1[CH:3]=[CH:4][C:5]([CH:8]([CH2:12][CH:13]=[CH2:14])[CH2:9][N:10]([CH3:11])[C:30](=[O:31])[O:32][C:33]([CH3:34])([CH3:35])[CH3:36])=[CH:6][CH:7]=1, predict the reactants needed to synthesize it. The reactants are: [F:1][C:2]1[CH:7]=[CH:6][C:5]([CH:8]([CH2:12][CH:13]=[CH2:14])[CH2:9][NH:10][CH3:11])=[CH:4][CH:3]=1.C(N(CC)CC)C.[C:33]([O:32][C:30](O[C:30]([O:32][C:33]([CH3:36])([CH3:35])[CH3:34])=[O:31])=[O:31])([CH3:36])([CH3:35])[CH3:34]. (2) The reactants are: [CH3:1][C:2]1([NH:30]C(=O)OC(C)(C)C)[CH2:20][C:19]2[CH:21]=[C:15]([CH:16]=[CH:17][CH:18]=2)[CH2:14][CH:13]=[CH:12][CH2:11][C:10]2=[CH:22][C:6](=[CH:7][C:8]([N:23]([CH3:28])[S:24]([CH3:27])(=[O:26])=[O:25])=[N:9]2)[CH2:5][O:4][C:3]1=[O:29]. Given the product [NH2:30][C:2]1([CH3:1])[CH2:20][C:19]2[CH:21]=[C:15]([CH:16]=[CH:17][CH:18]=2)[CH2:14][CH:13]=[CH:12][CH2:11][C:10]2=[CH:22][C:6](=[CH:7][C:8]([N:23]([CH3:28])[S:24]([CH3:27])(=[O:26])=[O:25])=[N:9]2)[CH2:5][O:4][C:3]1=[O:29].[NH2:30][C:2]1([CH3:1])[CH2:20][C:19]2[CH:21]=[C:15]([CH:16]=[CH:17][CH:18]=2)[CH2:14][CH:13]=[CH:12][CH2:11][C:10]2=[CH:22][C:6](=[CH:7][C:8]([N:23]([CH3:28])[S:24]([CH3:27])(=[O:26])=[O:25])=[N:9]2)[CH2:5][O:4][C:3]1=[O:29], predict the reactants needed to synthesize it. (3) Given the product [Br:1][C:2]1[CH:3]=[CH:4][C:5]([CH:8]([O:29][C:35]2[CH:36]=[CH:37][C:32]([C:31]([F:40])([F:39])[F:30])=[CH:33][CH:34]=2)[CH2:9][CH2:10][N:11]2[CH2:16][CH2:15][CH:14]([C:17]3[CH:18]=[C:19]([NH:23][C:24](=[O:28])[CH:25]([CH3:26])[CH3:27])[CH:20]=[CH:21][CH:22]=3)[CH2:13][CH2:12]2)=[CH:6][CH:7]=1, predict the reactants needed to synthesize it. The reactants are: [Br:1][C:2]1[CH:7]=[CH:6][C:5]([CH:8]([OH:29])[CH2:9][CH2:10][N:11]2[CH2:16][CH2:15][CH:14]([C:17]3[CH:18]=[C:19]([NH:23][C:24](=[O:28])[CH:25]([CH3:27])[CH3:26])[CH:20]=[CH:21][CH:22]=3)[CH2:13][CH2:12]2)=[CH:4][CH:3]=1.[F:30][C:31]([F:40])([F:39])[C:32]1[CH:37]=[CH:36][C:35](O)=[CH:34][CH:33]=1. (4) Given the product [ClH:25].[F:24][C:2]([F:1])([F:23])[O:3][C:4]1[CH:5]=[CH:6][C:7]([N:10]2[CH:14]=[N:13][C:12]([C:15]3[CH:22]=[CH:21][C:18]([CH2:19][NH2:20])=[CH:17][CH:16]=3)=[N:11]2)=[CH:8][CH:9]=1, predict the reactants needed to synthesize it. The reactants are: [F:1][C:2]([F:24])([F:23])[O:3][C:4]1[CH:9]=[CH:8][C:7]([N:10]2[CH:14]=[N:13][C:12]([C:15]3[CH:22]=[CH:21][C:18]([C:19]#[N:20])=[CH:17][CH:16]=3)=[N:11]2)=[CH:6][CH:5]=1.[ClH:25]. (5) Given the product [CH2:2]1[CH2:3][CH:1]1[O:4][C:5]1[N:10]=[CH:9][C:8]([O:11][C@@H:13]2[CH2:17][CH2:16][NH:15][C:14]2=[O:18])=[CH:7][CH:6]=1, predict the reactants needed to synthesize it. The reactants are: [CH:1]1([O:4][C:5]2[N:10]=[CH:9][C:8]([OH:11])=[CH:7][CH:6]=2)[CH2:3][CH2:2]1.O[C@H:13]1[CH2:17][CH2:16][NH:15][C:14]1=[O:18]. (6) The reactants are: [CH:1]1([C:4]2[N:5]=[C:6]([C:9]3([CH2:12][NH2:13])[CH2:11][CH2:10]3)[S:7][CH:8]=2)[CH2:3][CH2:2]1.C(N(CC)CC)C.[F:21][C:22]([F:33])([F:32])[C:23]1[CH:31]=[CH:30][CH:29]=[CH:28][C:24]=1[C:25](Cl)=[O:26]. Given the product [CH:1]1([C:4]2[N:5]=[C:6]([C:9]3([CH2:12][NH:13][C:25](=[O:26])[C:24]4[CH:28]=[CH:29][CH:30]=[CH:31][C:23]=4[C:22]([F:21])([F:32])[F:33])[CH2:10][CH2:11]3)[S:7][CH:8]=2)[CH2:3][CH2:2]1, predict the reactants needed to synthesize it. (7) Given the product [NH2:12][C:13]1[C:22]([C:23]([OH:25])=[O:24])=[C:16]2[N:17]=[CH:18][C:19]([F:21])=[CH:20][N:15]2[N:14]=1, predict the reactants needed to synthesize it. The reactants are: [Na].CC1C=CC(S([O-])=O)=CC=1.[NH2:12][C:13]1[C:22]([C:23]([O:25]CC=C)=[O:24])=[C:16]2[N:17]=[CH:18][C:19]([F:21])=[CH:20][N:15]2[N:14]=1. (8) Given the product [Cl:1][C:2]1[CH:3]=[C:4]2[C:9](=[CH:10][CH:11]=1)[NH:8][CH:7]([CH2:12][OH:13])[CH2:6][CH2:5]2, predict the reactants needed to synthesize it. The reactants are: [Cl:1][C:2]1[CH:3]=[C:4]2[C:9](=[CH:10][CH:11]=1)[NH:8][CH:7]([C:12](O)=[O:13])[CH2:6][CH2:5]2.S(C)C.CO.Cl. (9) Given the product [F:1][C:2]1[CH:3]=[C:4]([CH2:9][C@H:10]([NH:14][C:15](=[O:21])[O:16][C:17]([CH3:20])([CH3:19])[CH3:18])[C@H:11]([OH:12])[CH2:13][NH:35][C:32]2([C:29]3[S:30][CH:31]=[C:27]([CH2:22][C:23]([CH3:26])([CH3:25])[CH3:24])[N:28]=3)[CH2:33][CH2:34]2)[CH:5]=[C:6]([F:8])[CH:7]=1, predict the reactants needed to synthesize it. The reactants are: [F:1][C:2]1[CH:3]=[C:4]([CH2:9][CH:10]([NH:14][C:15](=[O:21])[O:16][C:17]([CH3:20])([CH3:19])[CH3:18])[CH:11]2[CH2:13][O:12]2)[CH:5]=[C:6]([F:8])[CH:7]=1.[CH2:22]([C:27]1[N:28]=[C:29]([C:32]2([NH2:35])[CH2:34][CH2:33]2)[S:30][CH:31]=1)[C:23]([CH3:26])([CH3:25])[CH3:24]. (10) Given the product [C:32]([C:22]1[CH:23]=[C:24]([O:27][C:28]([F:29])([F:30])[F:31])[CH:25]=[CH:26][C:21]=1[O:20][CH:11]([CH3:18])[CH2:12][CH2:13][O:14][C:15](=[O:17])[CH3:16])(=[O:33])[C:34]1[CH:35]=[CH:36][CH:37]=[CH:38][CH:39]=1, predict the reactants needed to synthesize it. The reactants are: C1(C)C=CC(S(O[CH:11]([CH3:18])[CH2:12][CH2:13][O:14][C:15](=[O:17])[CH3:16])(=O)=O)=CC=1.[OH:20][C:21]1[CH:26]=[CH:25][C:24]([O:27][C:28]([F:31])([F:30])[F:29])=[CH:23][C:22]=1[C:32]([C:34]1[CH:39]=[CH:38][CH:37]=[CH:36][CH:35]=1)=[O:33].C(=O)([O-])[O-].[Cs+].[Cs+].